From a dataset of Forward reaction prediction with 1.9M reactions from USPTO patents (1976-2016). Predict the product of the given reaction. (1) Given the reactants CN(C)/[CH:3]=[CH:4]/[C:5]([C:7]1[C:12](=[O:13])[CH:11]=[CH:10][N:9]([C:14]2[CH:19]=[CH:18][C:17]([C:20]([F:23])([F:22])[F:21])=[CH:16][CH:15]=2)[N:8]=1)=O.[Cl:25][C:26]1[C:35]2[C:30](=[CH:31][CH:32]=[CH:33][CH:34]=2)[C:29]([NH:36][NH2:37])=[CH:28][CH:27]=1, predict the reaction product. The product is: [Cl:25][C:26]1[C:35]2[C:30](=[CH:31][CH:32]=[CH:33][CH:34]=2)[C:29]([N:36]2[C:5]([C:7]3[C:12](=[O:13])[CH:11]=[CH:10][N:9]([C:14]4[CH:19]=[CH:18][C:17]([C:20]([F:22])([F:21])[F:23])=[CH:16][CH:15]=4)[N:8]=3)=[CH:4][CH:3]=[N:37]2)=[CH:28][CH:27]=1. (2) Given the reactants Cl[C:2]1[C:7]([C:8]2[CH:13]=[CH:12][CH:11]=[CH:10][CH:9]=2)=[CH:6][C:5]([N+:14]([O-])=O)=[CH:4][N:3]=1.CC([O-])=O.[K+], predict the reaction product. The product is: [C:8]1([C:7]2[CH:6]=[C:5]([NH2:14])[CH:4]=[N:3][CH:2]=2)[CH:9]=[CH:10][CH:11]=[CH:12][CH:13]=1. (3) The product is: [C:24]([C:22]1[CH:21]=[N:20][C:18]2[N:19]=[C:14]([N:12]3[CH2:13][CH:10]([NH:2][CH3:1])[CH2:11]3)[C:15]3[N:16]([CH:30]=[N:31][N:32]=3)[C:17]=2[CH:23]=1)#[CH:25]. Given the reactants [CH3:1][N:2]([CH:10]1[CH2:13][N:12]([C:14]2[C:15]3[N:16]([CH:30]=[N:31][N:32]=3)[C:17]3[CH:23]=[C:22]([C:24]#[C:25][Si](C)(C)C)[CH:21]=[N:20][C:18]=3[N:19]=2)[CH2:11]1)C(=O)OC(C)(C)C.CCCC[N+](CCCC)(CCCC)CCCC.[F-].CO, predict the reaction product. (4) Given the reactants [CH3:1][C:2]1[NH:3][C:4]([CH3:11])=[CH:5][C:6]=1[C:7]([O:9][CH3:10])=[O:8].[H-].[Na+].Cl[CH2:15][C:16]1[CH:28]=[CH:27][C:19]([CH2:20][N:21]2[CH:25]=[C:24]([CH3:26])[CH:23]=[N:22]2)=[CH:18][CH:17]=1, predict the reaction product. The product is: [CH3:10][O:9][C:7]([C:6]1[CH:5]=[C:4]([CH3:11])[N:3]([CH2:15][C:16]2[CH:17]=[CH:18][C:19]([CH2:20][N:21]3[CH:25]=[C:24]([CH3:26])[CH:23]=[N:22]3)=[CH:27][CH:28]=2)[C:2]=1[CH3:1])=[O:8].